From a dataset of Forward reaction prediction with 1.9M reactions from USPTO patents (1976-2016). Predict the product of the given reaction. (1) Given the reactants [NH2:1][C:2](=[O:30])[C@H:3]([NH:7][C:8]1[N:13]=[C:12]([O:14]C)[C:11]([C:16]([NH2:18])=[O:17])=[C:10]([NH:19][C:20]2[CH:21]=[C:22]3[C:27](=[CH:28][CH:29]=2)[N:26]=[CH:25][CH:24]=[CH:23]3)[N:9]=1)[CH:4]([CH3:6])[CH3:5].B(Br)(Br)Br, predict the reaction product. The product is: [NH2:1][C:2](=[O:30])[C@H:3]([NH:7][C:8]1[NH:13][C:12](=[O:14])[C:11]([C:16]([NH2:18])=[O:17])=[C:10]([NH:19][C:20]2[CH:21]=[C:22]3[C:27](=[CH:28][CH:29]=2)[N:26]=[CH:25][CH:24]=[CH:23]3)[N:9]=1)[CH:4]([CH3:6])[CH3:5]. (2) Given the reactants C([O:3][P:4]([C:9]([O:22]CC)([P:11]([O:19]CC)([C:13]1[CH:18]=[CH:17][CH:16]=[CH:15][CH:14]=1)=[O:12])[CH3:10])(=[O:8])[O:5]CC)C.Cl.C(OP(C(O)(P(O)(C1C=CC=CC=1)=O)C)(=O)OCC)C, predict the reaction product. The product is: [OH:22][C:9]([P:4](=[O:3])([OH:5])[OH:8])([P:11]([OH:19])([C:13]1[CH:18]=[CH:17][CH:16]=[CH:15][CH:14]=1)=[O:12])[CH3:10]. (3) The product is: [F:1][C:2]1[CH:3]=[C:4]([OH:10])[CH:5]=[C:6]([O:8][CH3:9])[CH:7]=1. Given the reactants [F:1][C:2]1[CH:7]=[C:6]([O:8][CH3:9])[CH:5]=[C:4]([O:10]C)[CH:3]=1.B(Br)(Br)Br, predict the reaction product. (4) Given the reactants Br[C:2]1[CH:3]=[CH:4][C:5]2[O:14][CH2:13][CH2:12][N:11]3[C:7](=[N:8][C:9]([C:15]([NH2:17])=[O:16])=[CH:10]3)[C:6]=2[CH:18]=1.C1(P(C2C=CC=CC=2)CCCP(C2C=CC=CC=2)C2C=CC=CC=2)C=CC=CC=1.C([O-])([O-])=O.[K+].[K+].[C:54]([O:58][C:59]([N:61]1[CH2:65][CH2:64][C:63]([C:67]#[CH:68])([OH:66])[CH2:62]1)=[O:60])([CH3:57])([CH3:56])[CH3:55], predict the reaction product. The product is: [C:15]([C:9]1[N:8]=[C:7]2[C:6]3[CH:18]=[C:2]([C:68]#[C:67][C:63]4([OH:66])[CH2:64][CH2:65][N:61]([C:59]([O:58][C:54]([CH3:56])([CH3:55])[CH3:57])=[O:60])[CH2:62]4)[CH:3]=[CH:4][C:5]=3[O:14][CH2:13][CH2:12][N:11]2[CH:10]=1)(=[O:16])[NH2:17]. (5) Given the reactants [NH2:1][C:2]1[CH:7]=[C:6]([C:8]2[CH:9]=[C:10]3[C:16]([C:17]4[CH:18]=[N:19][N:20]([CH2:22][C:23]5[CH:28]=[CH:27][CH:26]=[C:25]([F:29])[CH:24]=5)[CH:21]=4)=[CH:15][NH:14][C:11]3=[N:12][CH:13]=2)[CH:5]=[CH:4][C:3]=1[N:30]1[CH2:35][CH2:34][N:33](C(OC(C)(C)C)=O)[CH2:32][CH2:31]1, predict the reaction product. The product is: [F:29][C:25]1[CH:24]=[C:23]([CH:28]=[CH:27][CH:26]=1)[CH2:22][N:20]1[CH:21]=[C:17]([C:16]2[C:10]3[C:11](=[N:12][CH:13]=[C:8]([C:6]4[CH:5]=[CH:4][C:3]([N:30]5[CH2:31][CH2:32][NH:33][CH2:34][CH2:35]5)=[C:2]([CH:7]=4)[NH2:1])[CH:9]=3)[NH:14][CH:15]=2)[CH:18]=[N:19]1. (6) Given the reactants C(OC([N:8]1[CH2:12][CH2:11][CH2:10][CH:9]1[CH2:13][O:14][C:15]1[CH:24]=[CH:23][C:18]([C:19]([O:21][CH3:22])=[O:20])=[CH:17][C:16]=1[F:25])=O)(C)(C)C.C(O)(C(F)(F)F)=O, predict the reaction product. The product is: [F:25][C:16]1[CH:17]=[C:18]([CH:23]=[CH:24][C:15]=1[O:14][CH2:13][CH:9]1[CH2:10][CH2:11][CH2:12][NH:8]1)[C:19]([O:21][CH3:22])=[O:20].